Dataset: Full USPTO retrosynthesis dataset with 1.9M reactions from patents (1976-2016). Task: Predict the reactants needed to synthesize the given product. (1) Given the product [Br:12][C:4]1[C:5]2[C:10](=[CH:9][CH:8]=[CH:7][CH:6]=2)[C:1]([OH:11])=[CH:2][CH:3]=1, predict the reactants needed to synthesize it. The reactants are: [C:1]1([OH:11])[C:10]2[C:5](=[CH:6][CH:7]=[CH:8][CH:9]=2)[CH:4]=[CH:3][CH:2]=1.[Br:12]N1C(=O)CCC1=O. (2) Given the product [OH:1][CH2:2][C:3]([NH:6][C:7]([C:9]1[C:10]2[CH2:11][C@H:12]3[CH2:24][C@H:13]3[C:14]=2[N:15]([C:17]2[CH:22]=[N:21][C:20]([CH2:25][CH3:26])=[CH:19][N:18]=2)[N:16]=1)=[O:8])([CH3:5])[CH3:4], predict the reactants needed to synthesize it. The reactants are: [OH:1][CH2:2][C:3]([NH:6][C:7]([C:9]1[C:10]2[CH2:11][C@H:12]3[CH2:24][C@H:13]3[C:14]=2[N:15]([C:17]2[CH:22]=[N:21][C:20](Br)=[CH:19][N:18]=2)[N:16]=1)=[O:8])([CH3:5])[CH3:4].[CH2:25]([Zn]CC)[CH3:26]. (3) The reactants are: [Cl:1][C:2]1[CH:3]=[C:4]([C:21]2[CH:22]=[CH:23][C:24]([CH:27]=O)=[N:25][CH:26]=2)[CH:5]=[CH:6][C:7]=1[CH2:8][CH:9]1[CH2:13][CH2:12][N:11]([CH:14]2[CH2:19][CH2:18][CH2:17][CH2:16][CH2:15]2)[C:10]1=[O:20].[NH:29]1[CH2:34][CH2:33][CH2:32][CH2:31][CH2:30]1. Given the product [ClH:1].[Cl:1][C:2]1[CH:3]=[C:4]([C:21]2[CH:26]=[N:25][C:24]([CH2:27][N:29]3[CH2:34][CH2:33][CH2:32][CH2:31][CH2:30]3)=[CH:23][CH:22]=2)[CH:5]=[CH:6][C:7]=1[CH2:8][CH:9]1[CH2:13][CH2:12][N:11]([CH:14]2[CH2:15][CH2:16][CH2:17][CH2:18][CH2:19]2)[C:10]1=[O:20], predict the reactants needed to synthesize it.